Binary Classification. Given a miRNA mature sequence and a target amino acid sequence, predict their likelihood of interaction. From a dataset of Experimentally validated miRNA-target interactions with 360,000+ pairs, plus equal number of negative samples. (1) The protein sequence of the target gene is MAELRPSVAPGPAAPPASGPSAPPAFASLFPPGLHAIYGECRRLYPDQPNPLQVTAIVKYWLGGPDPLDYVSMYRNMGSPSANIPEHWHYISFGLSDLYGDNRVHEFTGTDGPSGFGFELTFRLKRETGESAPPTWPAELMQGLARYVFQSENTFCSGDHVSWHSPLDNSESRIQHMLLTEDPQMQPVRTPFGVVTFLQIVGVCTEELHSAQQWNGQGILELLRTVPIAGGPWLITDMRRGETIFEIDPHLQERVDKGIETDGSNLSGVSAKCAWDDLSRPPEDEEDSRSICLGTQPRRL.... Result: 0 (no interaction). The miRNA is hsa-miR-5692b with sequence AAUAAUAUCACAGUAGGUGU. (2) The miRNA is hsa-miR-548c-3p with sequence CAAAAAUCUCAAUUACUUUUGC. The protein sequence of the target gene is MTQWDLKTVLSLPQYPGEFLHPVVYACTAVMLLCLLASVITYILHQSAIRISRKGRHALLNFCFHAALTFTVFAGGINRTQHPILCQAVGIALHYSTLSTMLWIGVTARNIYKQVTKKALPCPGADQPPYPKQPLLRFYLISGGVPFIICGVTAATNIRNYGTEDEDVAYCWMAWEPSLGAFYGPAAFIALVTCVYFLCTYVQLRRHPERRYELRERTEEQQRLAVPESGHRHGVRPGTPPTCDALAASQLQNEHSFKAQLRAAAFTLFLFTATWTFGALAVSQGHFLDMIFSCLYGAFC.... Result: 0 (no interaction). (3) The miRNA is mmu-miR-466i-5p with sequence UGUGUGUGUGUGUGUGUGUG. The protein sequence of the target gene is MGKQNSKLRPEMLQDLRENTEFSELELQEWYKGFLKDCPTGILNVDEFKKIYANFFPYGDASKFAEHVFRTFDTNSDGTIDFREFIIALSVTSRGRLEQKLMWAFSMYDLDGNGYISREEMLEIVQAIYKMVSSVMKMPEDESTPEKRTEKIFRQMDTNNDGKLSLEEFIRGAKSDPSIVRLLQCDPSSASQF. Result: 1 (interaction). (4) The miRNA is mmu-miR-452-5p with sequence UGUUUGCAGAGGAAACUGAGAC. The protein sequence of the target gene is MTPASASGEDSGSFYSWQKAKREQGLVTFEDVAVDFTQEEWQYLNPPQRTLYRDVMLETYSNLVFVGQQVTKPNLILKLEVEECPAEGKIPFWNFPEVCQVDEQIERQHQDDQDKCLLMQVGFSDKKTIITKSARDCHEFGNILHLSTNLVASIQRPDKHESFGNNMVDNLDLFSRSSAENKYDNGCAKLFFHTEYEKTNPGMKPYGYKECGKGLRRKKGLSLHQRIKNGEKPFECTACRKTFSKKSHLIVHWRTHTGEKPFGCTECGKAFSQKSQLIIHLRTHTGERPFECPECGKAFR.... Result: 0 (no interaction). (5) The miRNA is hsa-miR-6511b-5p with sequence CUGCAGGCAGAAGUGGGGCUGACA. The protein sequence of the target gene is MAVEDEGLRVFQSVKIKIGEAKNLPSYPGPSKMRDCYCTVNLDQEEVFRTKIVEKSLCPFYGEDFYCEIPRSFRHLSFYIFDRDVFRRDSIIGKVAIQKEDLQKYHNRDTWFQLQHVDADSEVQGKVHLELRLSEVITDTGVVCHKLATRIVECQGLPIVNGQCDPYATVTLAGPFRSEAKKTKVKRKTNNPQFDEVFYFEVTRPCSYSKKSHFDFEEEDVDKLEIRVDLWNASNLKFGDEFLGELRIPLKVLRQSSSYEAWYFLQPRDNGSKSLKPDDLGSLRLNVVYTEDHVFSSDYY.... Result: 0 (no interaction). (6) The miRNA is cel-miR-56-3p with sequence UACCCGUAAUGUUUCCGCUGAG. The protein sequence of the target gene is MSSDMAADESEAPVLSEDEVWEFCLDKTEDGGGSPGSDVTDTCEPPCGCWELNPNSLEEEHVLFTADPYLELHNDDTRVVRVKVIAGIGLAKKDILGASDPYVRVTLYDPMSGILTSVQTKTIKKSLNPKWNEEILFRVLPQRHRILFEVFDENRLTRDDFLGQVDVPLYPLPTENPRMERPYTFKDFVLHPRSHKSRVKGYLRLKMTYLPKNGSEDENADQAEELEPGWVVLDQPDAATHLPHPPEPSPLPPGWEERQDVLGRTYYVNHESRRTQWKRPSPDDDLTDEDNDDMQLQAQR.... Result: 0 (no interaction). (7) The miRNA is hsa-miR-2278 with sequence GAGAGCAGUGUGUGUUGCCUGG. The protein sequence of the target gene is MRSPVRDLARNDGEESTDRTPLLPGAPRAEAAPVCCSARYNLAILAFFGFFIVYALRVNLSVALVDMVDSNTTLEDNRTSKACPEHSAPIKVHHNQTGKKYQWDAETQGWILGSFFYGYIITQIPGGYVASKIGGKMLLGFGILGTAVLTLFTPIAADLGVGPLIVLRALEGLGEGVTFPAMHAMWSSWAPPLERSKLLSISYAGAQLGTVISLPLSGIICYYMNWTYVFYFFGTIGIFWFLLWIWLVSDTPQKHKRISHYEKEYILSSLRNQLSSQKSVPWVPILKSLPLWAIVVAHFS.... Result: 0 (no interaction). (8) The miRNA is cel-miR-243-3p with sequence CGGUACGAUCGCGGCGGGAUAUC. The protein sequence of the target gene is MNTADQARVGPADDGPAPSGEEEGEGGGEAGGKEPAADAAPGPSAAFRLMVTRREPAVKLQYAVSGLEPLAWSEDHRVSVSTARSIAVLELICDVHNPGQDLVIHRTSVPAPLNSCLLKVGSKTEVAECKEKFAASKDPTVSQTFMLDRVFNPEGKALPPMRGFKYTSWSPMGCDANGRCLLAALTMDNRLTIQANLNRLQWVQLVDLTEIYGERLYETSYRLSKNEAPEGNLGDFAEFQRRHSMQTPVRMEWSGICTTQQVKHNNECRDVGSVLLAVLFENGNIAVWQFQLPFVGKESI.... Result: 0 (no interaction). (9) The miRNA is mmu-miR-466l-3p with sequence UAUAAAUACAUGCACACAUAUU. The protein sequence of the target gene is MTLRRLRKLQQKEEATAAPDPAGRAPDSEAARAAPLPSGPPAAAAPPGAPGEELYAALEDYHPAELYRALAVSGGTLPRRKGSGFRWKNFTQSPEQQRKVLTLEKGDNQTFGFEIQTYGLHHREEQRVEMVTFVCRVHESSPAQLAGLTPGDTIASVNGLNVEGIRHREIVDIIKASGNVLRLETLYGTSIRKAELEARLQYLKQTLYEKWGEYRSLMVQEQRLVHGLVVKDPSIYDTLESVRSCLYGAGLLPGSLPFGPLLAAPGSARGGARRAKGDTDDAVYHTCFFGGAEPQALPPP.... Result: 1 (interaction). (10) The miRNA is hsa-miR-6799-5p with sequence GGGGAGGUGUGCAGGGCUGG. The protein sequence of the target gene is MEVPPATKFGETFAFENRLESQQGLFPGEDLGDPFLQERGLEQMAVIYKEIPLGEQDEENDDYEGNFSLCSSPVQHQSIPPGTRPQDDELFGQTFLQKSDLSMCQIIHSEEPSPCDCAETDRGDSGPNAPHRTPQPAKPYACRECGKAFSQSSHLLRHLVIHTGEKPYECCECGKAFSQSSHLLRHQIIHTGEKPYECRECGKAFRQSSALTQHQKIHTGKRPYECRECGKDFSRSSSLRKHERIHTGERPYQCKECGKSFNQSSGLSQHRKIHTLKKPHECDLCGKAFCHRSHLIRHQR.... Result: 1 (interaction).